This data is from Full USPTO retrosynthesis dataset with 1.9M reactions from patents (1976-2016). The task is: Predict the reactants needed to synthesize the given product. (1) Given the product [CH3:36][C:35]([CH3:38])([CH3:37])[CH2:34][NH:39][C:28]([C:11]1[C:10]([OH:32])=[C:9]([C:7]([NH:6][CH2:5][C:4]([OH:3])=[O:33])=[O:8])[C:14](=[O:15])[N:13]([CH2:16][C:17]2[CH:22]=[CH:21][CH:20]=[CH:19][C:18]=2[C:23]([F:26])([F:25])[F:24])[C:12]=1[OH:27])=[O:29], predict the reactants needed to synthesize it. The reactants are: C([O:3][C:4](=[O:33])[CH2:5][NH:6][C:7]([C:9]1[C:14](=[O:15])[N:13]([CH2:16][C:17]2[CH:22]=[CH:21][CH:20]=[CH:19][C:18]=2[C:23]([F:26])([F:25])[F:24])[C:12]([OH:27])=[C:11]([C:28](OC)=[O:29])[C:10]=1[OH:32])=[O:8])C.[CH2:34]([NH2:39])[C:35]([CH3:38])([CH3:37])[CH3:36]. (2) The reactants are: [CH2:1]([O:4][C:5](=[O:41])[C@@H:6]([NH:33][C:34]([O:36][C:37]([CH3:40])([CH3:39])[CH3:38])=[O:35])[CH2:7][C:8]1[CH:32]=[CH:31][C:11]([O:12][C:13]([NH:15][CH2:16][CH2:17][CH:18]([N:22]([C:24]([O:26][C:27]([CH3:30])([CH3:29])[CH3:28])=[O:25])[CH3:23])[C:19]([OH:21])=O)=[O:14])=[CH:10][CH:9]=1)[CH:2]=[CH2:3].[C:42]([S:61][CH2:62][C@@H:63]([C:65]([NH2:67])=[O:66])[NH2:64])([C:55]1[CH:60]=[CH:59][CH:58]=[CH:57][CH:56]=1)([C:49]1[CH:54]=[CH:53][CH:52]=[CH:51][CH:50]=1)[C:43]1[CH:48]=[CH:47][CH:46]=[CH:45][CH:44]=1.C(N(CC)C(C)C)(C)C.CN(C(ON1N=NC2C=CC=NC1=2)=[N+](C)C)C.F[P-](F)(F)(F)(F)F. Given the product [NH2:67][C:65](=[O:66])[C@@H:63]([NH:64][C:19](=[O:21])[CH:18]([N:22]([C:24]([O:26][C:27]([CH3:28])([CH3:30])[CH3:29])=[O:25])[CH3:23])[CH2:17][CH2:16][NH:15][C:13]([O:12][C:11]1[CH:31]=[CH:32][C:8]([CH2:7][C@@H:6]([C:5]([O:4][CH2:1][CH:2]=[CH2:3])=[O:41])[NH:33][C:34]([O:36][C:37]([CH3:40])([CH3:38])[CH3:39])=[O:35])=[CH:9][CH:10]=1)=[O:14])[CH2:62][S:61][C:42]([C:43]1[CH:48]=[CH:47][CH:46]=[CH:45][CH:44]=1)([C:49]1[CH:50]=[CH:51][CH:52]=[CH:53][CH:54]=1)[C:55]1[CH:60]=[CH:59][CH:58]=[CH:57][CH:56]=1, predict the reactants needed to synthesize it. (3) Given the product [F:15][C:16]1[CH:17]=[CH:18][C:19]([N:22]2[CH2:27][CH2:26][N:25]([C:10](=[O:12])[CH2:9][CH:1]([O:8][C:36](=[O:32])[NH2:31])[C:2]3[CH:3]=[CH:4][CH:5]=[CH:6][CH:7]=3)[CH2:24][CH2:23]2)=[CH:20][CH:21]=1, predict the reactants needed to synthesize it. The reactants are: [C:1]([CH2:9][C:10]([O:12]CC)=O)(=[O:8])[C:2]1[CH:7]=[CH:6][CH:5]=[CH:4][CH:3]=1.[F:15][C:16]1[CH:21]=[CH:20][C:19]([N:22]2[CH2:27][CH2:26][NH:25][CH2:24][CH2:23]2)=[CH:18][CH:17]=1.[BH4-].[Na+].[OH-].[NH4+:31].[O:32]1[CH2:36]CCC1. (4) Given the product [C:41]([N:8]1[CH2:9][CH:10]([N:12]2[C:16]3[C:17]([Cl:21])=[CH:18][CH:19]=[CH:20][C:15]=3[N:14]=[C:13]2[NH:22][C:23](=[O:31])[C:24]2[CH:29]=[CH:28][N:27]=[C:26]([CH3:30])[CH:25]=2)[CH2:11][N:5]([C:1](=[O:4])[CH:2]=[CH2:3])[CH2:6][CH2:7]1)(=[O:43])[CH3:42], predict the reactants needed to synthesize it. The reactants are: [C:1]([N:5]1[CH2:11][CH:10]([N:12]2[C:16]3[C:17]([Cl:21])=[CH:18][CH:19]=[CH:20][C:15]=3[N:14]=[C:13]2[NH:22][C:23](=[O:31])[C:24]2[CH:29]=[CH:28][N:27]=[C:26]([CH3:30])[CH:25]=2)[CH2:9][NH:8][CH2:7][CH2:6]1)(=[O:4])[CH:2]=[CH2:3].C(N(CC)C(C)C)(C)C.[C:41](OC(=O)C)(=[O:43])[CH3:42].